Dataset: Forward reaction prediction with 1.9M reactions from USPTO patents (1976-2016). Task: Predict the product of the given reaction. Given the reactants [F:1][C:2]1[CH:7]=[CH:6][C:5]([N:8]2[CH:12]=[CH:11][CH:10]=[N:9]2)=[CH:4][CH:3]=1.[CH:13](=[O:17])[CH:14]([CH3:16])[CH3:15], predict the reaction product. The product is: [F:1][C:2]1[CH:3]=[CH:4][C:5]([N:8]2[C:12]([CH:13]([OH:17])[CH:14]([CH3:16])[CH3:15])=[CH:11][CH:10]=[N:9]2)=[CH:6][CH:7]=1.